Dataset: Full USPTO retrosynthesis dataset with 1.9M reactions from patents (1976-2016). Task: Predict the reactants needed to synthesize the given product. (1) Given the product [CH2:27]([P+:18]([CH2:14][CH2:15][CH2:16][CH3:17])([CH2:19][CH2:20][CH2:21][CH3:22])[CH2:23][CH2:24][CH2:25][CH3:26])[CH2:28][CH2:29][CH3:30].[C:2]([O:6][C:7](=[O:13])[CH:8]([C:11]#[N:12])[CH:9]=[O:10])([CH3:5])([CH3:3])[CH3:4], predict the reactants needed to synthesize it. The reactants are: [K].[C:2]([O:6][C:7](=[O:13])[CH:8]([C:11]#[N:12])[CH:9]=[O:10])([CH3:5])([CH3:4])[CH3:3].[CH2:14]([P+:18]([CH2:27][CH2:28][CH2:29][CH3:30])([CH2:23][CH2:24][CH2:25][CH3:26])[CH2:19][CH2:20][CH2:21][CH3:22])[CH2:15][CH2:16][CH3:17].C(OC(=O)C(C#N)C=O)CCCCCCC. (2) Given the product [NH2:25][C:26]1[N:27]=[CH:28][N:29]=[C:6]([NH:8][C@H:9]([C:11]2[C:20]([C:21]([OH:23])=[O:22])=[CH:19][C:18]3[C:13](=[CH:14][CH:15]=[CH:16][C:17]=3[F:24])[N:12]=2)[CH3:10])[C:31]=1[C:32]#[N:33], predict the reactants needed to synthesize it. The reactants are: C(O[C:6]([NH:8][C@H:9]([C:11]1[C:20]([C:21]([OH:23])=[O:22])=[CH:19][C:18]2[C:13](=[CH:14][CH:15]=[CH:16][C:17]=2[F:24])[N:12]=1)[CH3:10])=O)(C)(C)C.[NH2:25][C:26]1[C:31]([C:32]#[N:33])=C(Cl)[N:29]=[CH:28][N:27]=1. (3) The reactants are: [C:1]1(=O)[CH2:5][CH2:4][CH2:3][CH2:2]1.[NH2:7][C:8]1[CH:9]=[CH:10][C:11]([F:22])=[C:12]([C@:14]2([CH3:21])[CH2:19][CH2:18][O:17][C:16]([NH2:20])=[N:15]2)[CH:13]=1.C(O)(=O)C.C(O[BH-](OC(=O)C)OC(=O)C)(=O)C.[Na+]. Given the product [CH:1]1([NH:7][C:8]2[CH:9]=[CH:10][C:11]([F:22])=[C:12]([C@:14]3([CH3:21])[CH2:19][CH2:18][O:17][C:16]([NH2:20])=[N:15]3)[CH:13]=2)[CH2:5][CH2:4][CH2:3][CH2:2]1, predict the reactants needed to synthesize it. (4) The reactants are: [NH2:1][C:2]1[CH:11]=[C:10]([C:12]([F:15])([F:14])[F:13])[CH:9]=[CH:8][C:3]=1[C:4]([O:6][CH3:7])=[O:5].[Cl:16][C:17]1[S:21][C:20]([C:22](Cl)=[O:23])=[CH:19][CH:18]=1. Given the product [Cl:16][C:17]1[S:21][C:20]([C:22]([NH:1][C:2]2[CH:11]=[C:10]([C:12]([F:13])([F:14])[F:15])[CH:9]=[CH:8][C:3]=2[C:4]([O:6][CH3:7])=[O:5])=[O:23])=[CH:19][CH:18]=1, predict the reactants needed to synthesize it.